The task is: Predict the reactants needed to synthesize the given product.. This data is from Full USPTO retrosynthesis dataset with 1.9M reactions from patents (1976-2016). (1) Given the product [CH3:1][CH:2]1[CH2:7][CH2:6][CH:5]([CH2:8][OH:9])[CH2:4][CH2:3]1, predict the reactants needed to synthesize it. The reactants are: [CH3:1][CH:2]1[CH2:7][CH2:6][CH:5]([C:8](O)=[O:9])[CH2:4][CH2:3]1.[H-].[H-].[H-].[H-].[Li+].[Al+3].[OH-].[Na+].[O-]S([O-])(=O)=O.[Na+].[Na+]. (2) Given the product [C:42]([C:39]1[CH:38]=[C:9]([CH:8]=[C:7]([Br:6])[CH:40]=1)[CH2:10][N:11]([CH:35]1[CH2:37][CH2:36]1)[C:12]([C@H:14]1[C@H:19]([C:20]2[CH:25]=[CH:24][N:23]([CH3:26])[C:22](=[O:27])[CH:21]=2)[CH2:18][CH2:17][N:16]([C:28]([O:30][C:31]([CH3:34])([CH3:33])[CH3:32])=[O:29])[CH2:15]1)=[O:13])(=[O:49])[C:43]1[CH:48]=[CH:47][CH:46]=[CH:45][CH:44]=1, predict the reactants needed to synthesize it. The reactants are: C([Cu])#N.[Li+].[Cl-].[Br:6][C:7]1[CH:8]=[C:9]([CH:38]=[C:39](I)[CH:40]=1)[CH2:10][N:11]([CH:35]1[CH2:37][CH2:36]1)[C:12]([C@H:14]1[C@H:19]([C:20]2[CH:25]=[CH:24][N:23]([CH3:26])[C:22](=[O:27])[CH:21]=2)[CH2:18][CH2:17][N:16]([C:28]([O:30][C:31]([CH3:34])([CH3:33])[CH3:32])=[O:29])[CH2:15]1)=[O:13].[C:42](Cl)(=[O:49])[C:43]1[CH:48]=[CH:47][CH:46]=[CH:45][CH:44]=1. (3) Given the product [SH:1][C:2]1([CH2:12][CH2:13][OH:14])[CH:9]2[CH2:10][CH:5]3[CH2:6][CH:7]([CH2:11][CH:3]1[CH2:4]3)[CH2:8]2, predict the reactants needed to synthesize it. The reactants are: [SH:1][C:2]1([CH2:12][C:13](OC(C)(C)C)=[O:14])[CH:9]2[CH2:10][CH:5]3[CH2:6][CH:7]([CH2:11][CH:3]1[CH2:4]3)[CH2:8]2. (4) Given the product [NH2:65][C@H:66]1[CH2:71][CH2:70][C@H:69]([NH:72][C:2]2[CH:3]=[C:4]([NH:14][C:15]3[CH:16]=[CH:17][CH:18]=[CH:19][CH:20]=3)[C:5]3[N:6]([C:8]([C:11]([NH:30][C:31]4[CH:36]=[CH:35][CH:34]=[CH:33][CH:32]=4)=[O:13])=[CH:9][N:10]=3)[N:7]=2)[CH2:68][CH2:67]1, predict the reactants needed to synthesize it. The reactants are: Cl[C:2]1[CH:3]=[C:4]([N:14](CC2C=CC(OC)=CC=2)[C:15]2[CH:20]=[CH:19][CH:18]=[CH:17][CH:16]=2)[C:5]2[N:6]([C:8]([C:11]([OH:13])=O)=[CH:9][N:10]=2)[N:7]=1.[NH2:30][C:31]1[CH:36]=[CH:35][CH:34]=[CH:33][CH:32]=1.CCN=C=NCCCN(C)C.C1C=CC2N(O)N=NC=2C=1.C(N(CC)CC)C.[NH2:65][C@H:66]1[CH2:71][CH2:70][C@H:69]([NH2:72])[CH2:68][CH2:67]1.